From a dataset of Peptide-MHC class I binding affinity with 185,985 pairs from IEDB/IMGT. Regression. Given a peptide amino acid sequence and an MHC pseudo amino acid sequence, predict their binding affinity value. This is MHC class I binding data. (1) The peptide sequence is VALFSSCPVAY. The MHC is HLA-C07:01 with pseudo-sequence HLA-C07:01. The binding affinity (normalized) is 0.460. (2) The peptide sequence is DTVLEEMNL. The MHC is HLA-A23:01 with pseudo-sequence HLA-A23:01. The binding affinity (normalized) is 0.